From a dataset of Full USPTO retrosynthesis dataset with 1.9M reactions from patents (1976-2016). Predict the reactants needed to synthesize the given product. (1) The reactants are: [CH3:1][C:2]1[CH:11]=[CH:10][CH:9]=[C:8]([CH3:12])[C:3]=1[C:4]([O:6][CH3:7])=[O:5].BrN1C(=O)CCC1=O.BrCC1C=CC=C(C)[C:24]=1[C:25]([O:27]C)=[O:26].C([O-])(=O)C.[Na+].[Cl-].[NH4+]. Given the product [C:25]([O:27][CH2:1][C:2]1[CH:11]=[CH:10][CH:9]=[C:8]([CH3:12])[C:3]=1[C:4]([O:6][CH3:7])=[O:5])(=[O:26])[CH3:24], predict the reactants needed to synthesize it. (2) The reactants are: [CH2:1]([N:8]=[C:9]=[S:10])[C:2]1[CH:7]=[CH:6][CH:5]=[CH:4][CH:3]=1.[O:11]1[C:15]2[CH:16]=[CH:17][C:18]([C@@H:20]3[C:32]4[NH:31][C:30]5[C:25](=[CH:26][CH:27]=[CH:28][CH:29]=5)[C:24]=4[CH2:23][CH2:22][NH:21]3)=[CH:19][C:14]=2[O:13][CH2:12]1.[K+].[Br-]. Given the product [CH2:1]([NH:8][C:9]([N:21]1[CH2:22][CH2:23][C:24]2[C:25]3[C:30](=[CH:29][CH:28]=[CH:27][CH:26]=3)[NH:31][C:32]=2[C@H:20]1[C:18]1[CH:17]=[CH:16][C:15]2[O:11][CH2:12][O:13][C:14]=2[CH:19]=1)=[S:10])[C:2]1[CH:7]=[CH:6][CH:5]=[CH:4][CH:3]=1, predict the reactants needed to synthesize it. (3) Given the product [C:1]([CH2:3][NH:4][C:5]([CH:6]([S:11][C:12]1[CH:13]=[CH:14][C:15]([C:29]2[CH:30]=[CH:31][C:32]([CH2:33][NH:34][C:35](=[O:41])[O:36][C:37]([CH3:39])([CH3:38])[CH3:40])=[CH:42][CH:43]=2)=[CH:16][CH:17]=1)[CH2:7][CH:8]([CH3:9])[CH3:10])=[O:27])#[N:2], predict the reactants needed to synthesize it. The reactants are: [C:1]([CH2:3][NH:4][C:5](=[O:27])[CH:6]([S:11][C:12]1[CH:17]=[CH:16][C:15](B2OC(C)(C)C(C)(C)O2)=[CH:14][CH:13]=1)[CH2:7][CH:8]([CH3:10])[CH3:9])#[N:2].Br[C:29]1[CH:43]=[CH:42][C:32]([CH2:33][NH:34][C:35](=[O:41])[O:36][C:37]([CH3:40])([CH3:39])[CH3:38])=[CH:31][CH:30]=1.C(=O)([O-])[O-].[Na+].[Na+].C([O-])(O)=O.[Na+]. (4) Given the product [CH3:17][C:15]1[N:16]=[C:4]2[N:3]=[C:2]([C:23]3[CH:24]=[CH:25][C:20]([CH:18]=[O:19])=[CH:21][CH:22]=3)[C:7]([C:8]3[CH:13]=[CH:12][CH:11]=[CH:10][CH:9]=3)=[CH:6][N:5]2[N:14]=1, predict the reactants needed to synthesize it. The reactants are: Cl[C:2]1[C:7]([C:8]2[CH:13]=[CH:12][CH:11]=[CH:10][CH:9]=2)=[CH:6][N:5]2[N:14]=[C:15]([CH3:17])[N:16]=[C:4]2[N:3]=1.[CH:18]([C:20]1[CH:25]=[CH:24][C:23](B(O)O)=[CH:22][CH:21]=1)=[O:19].C(=O)([O-])[O-].[Na+].[Na+]. (5) Given the product [CH3:26][O:27][C:28]1[CH:29]=[C:14]([C:15]([OH:20])=[O:23])[C:13]2[N:9]=[C:10]([CH3:22])[NH:11][C:12]=2[CH:17]=1, predict the reactants needed to synthesize it. The reactants are: C(OC([N:9]1[C:13]2[CH:14]=[C:15]([O:20]C)C=[C:17](C#N)[C:12]=2[N:11]=[C:10]1[CH3:22])(OCC)C)C.[OH-:23].[K+].C(O)[CH2:26][O:27][CH2:28][CH2:29]O. (6) Given the product [CH2:1]=[O:7].[CH3:21][C:22]1[C:9]([CH3:8])=[C:10]([OH:11])[CH:19]=[CH:18][CH:17]=1.[CH3:24][C:17]1[CH:18]=[CH:19][CH:20]=[CH:21][C:22]=1[OH:23], predict the reactants needed to synthesize it. The reactants are: [C:1]1([OH:7])C=CC=CC=1.[CH3:8][CH:9](OC(C)=O)[CH2:10][O:11]C.[C:17]1([CH3:24])[C:22]([OH:23])=[CH:21][CH:20]=[CH:19][CH:18]=1.C1(O)C=CC=CC=1. (7) Given the product [Cl:1][C:2]1[C:6]2[CH:7]=[CH:8][C:9]([C:11]([OH:13])=[O:12])=[CH:10][C:5]=2[O:4][CH:3]=1, predict the reactants needed to synthesize it. The reactants are: [Cl:1][C:2]1[C:6]2[CH:7]=[CH:8][C:9]([C:11]([O:13]CC)=[O:12])=[CH:10][C:5]=2[O:4][CH:3]=1.[OH-].[Na+]. (8) Given the product [CH3:1][O:2][C:3]1[CH:4]=[C:5]2[C:10](=[CH:11][C:12]=1[O:13][CH3:14])[N:9]=[CH:8][CH:7]=[C:6]2[O:15][C:16]1[CH:22]=[CH:21][C:19]([NH:20][C:41](=[O:47])[O:42][CH2:43][CH2:55][CH2:54][O:53][C:52]2[CH:58]=[CH:59][CH:60]=[CH:61][C:51]=2[O:50][CH3:49])=[CH:18][CH:17]=1, predict the reactants needed to synthesize it. The reactants are: [CH3:1][O:2][C:3]1[CH:4]=[C:5]2[C:10](=[CH:11][C:12]=1[O:13][CH3:14])[N:9]=[CH:8][CH:7]=[C:6]2[O:15][C:16]1[CH:22]=[CH:21][C:19]([NH2:20])=[CH:18][CH:17]=1.C1(C)C=CC=CC=1.C(N(CC)CC)C.ClC(Cl)(O[C:41](=[O:47])[O:42][C:43](Cl)(Cl)Cl)Cl.[CH3:49][O:50][C:51]1[CH:61]=[CH:60][CH:59]=[CH:58][C:52]=1[O:53][CH2:54][CH2:55]CO.